Dataset: Forward reaction prediction with 1.9M reactions from USPTO patents (1976-2016). Task: Predict the product of the given reaction. Given the reactants [OH:1][C:2]1[CH:3]=[C:4]([CH2:8][C:9]([OH:11])=[O:10])[CH:5]=[CH:6][CH:7]=1.[CH3:12]O, predict the reaction product. The product is: [OH:1][C:2]1[CH:3]=[C:4]([CH2:8][C:9]([O:11][CH3:12])=[O:10])[CH:5]=[CH:6][CH:7]=1.